Dataset: NCI-60 drug combinations with 297,098 pairs across 59 cell lines. Task: Regression. Given two drug SMILES strings and cell line genomic features, predict the synergy score measuring deviation from expected non-interaction effect. (1) Drug 1: C1=NC2=C(N=C(N=C2N1C3C(C(C(O3)CO)O)O)F)N. Drug 2: CC1=C(N=C(N=C1N)C(CC(=O)N)NCC(C(=O)N)N)C(=O)NC(C(C2=CN=CN2)OC3C(C(C(C(O3)CO)O)O)OC4C(C(C(C(O4)CO)O)OC(=O)N)O)C(=O)NC(C)C(C(C)C(=O)NC(C(C)O)C(=O)NCCC5=NC(=CS5)C6=NC(=CS6)C(=O)NCCC[S+](C)C)O. Cell line: MDA-MB-231. Synergy scores: CSS=18.9, Synergy_ZIP=-5.05, Synergy_Bliss=-1.60, Synergy_Loewe=-5.70, Synergy_HSA=1.85. (2) Drug 1: CCC1=CC2CC(C3=C(CN(C2)C1)C4=CC=CC=C4N3)(C5=C(C=C6C(=C5)C78CCN9C7C(C=CC9)(C(C(C8N6C)(C(=O)OC)O)OC(=O)C)CC)OC)C(=O)OC.C(C(C(=O)O)O)(C(=O)O)O. Drug 2: C1=CC=C(C(=C1)C(C2=CC=C(C=C2)Cl)C(Cl)Cl)Cl. Cell line: MCF7. Synergy scores: CSS=54.2, Synergy_ZIP=15.0, Synergy_Bliss=14.3, Synergy_Loewe=-21.2, Synergy_HSA=14.9. (3) Drug 1: CC12CCC(CC1=CCC3C2CCC4(C3CC=C4C5=CN=CC=C5)C)O. Drug 2: CCC1=C2CN3C(=CC4=C(C3=O)COC(=O)C4(CC)O)C2=NC5=C1C=C(C=C5)O. Cell line: 786-0. Synergy scores: CSS=54.0, Synergy_ZIP=3.49, Synergy_Bliss=5.56, Synergy_Loewe=-25.8, Synergy_HSA=7.16. (4) Drug 1: CCC1(CC2CC(C3=C(CCN(C2)C1)C4=CC=CC=C4N3)(C5=C(C=C6C(=C5)C78CCN9C7C(C=CC9)(C(C(C8N6C)(C(=O)OC)O)OC(=O)C)CC)OC)C(=O)OC)O.OS(=O)(=O)O. Drug 2: C1CN(CCN1C(=O)CCBr)C(=O)CCBr. Cell line: SK-MEL-5. Synergy scores: CSS=21.9, Synergy_ZIP=-5.56, Synergy_Bliss=0.586, Synergy_Loewe=0.299, Synergy_HSA=3.86. (5) Synergy scores: CSS=45.5, Synergy_ZIP=11.1, Synergy_Bliss=11.3, Synergy_Loewe=-8.54, Synergy_HSA=11.0. Drug 1: CC1C(C(CC(O1)OC2CC(OC(C2O)C)OC3=CC4=CC5=C(C(=O)C(C(C5)C(C(=O)C(C(C)O)O)OC)OC6CC(C(C(O6)C)O)OC7CC(C(C(O7)C)O)OC8CC(C(C(O8)C)O)(C)O)C(=C4C(=C3C)O)O)O)O. Cell line: NCI-H460. Drug 2: CC1C(C(CC(O1)OC2CC(CC3=C2C(=C4C(=C3O)C(=O)C5=CC=CC=C5C4=O)O)(C(=O)C)O)N)O. (6) Drug 1: CC12CCC3C(C1CCC2=O)CC(=C)C4=CC(=O)C=CC34C. Drug 2: CC1CCCC2(C(O2)CC(NC(=O)CC(C(C(=O)C(C1O)C)(C)C)O)C(=CC3=CSC(=N3)C)C)C. Cell line: HL-60(TB). Synergy scores: CSS=57.0, Synergy_ZIP=1.97, Synergy_Bliss=2.88, Synergy_Loewe=-0.192, Synergy_HSA=0.538. (7) Drug 1: C1CN1P(=S)(N2CC2)N3CC3. Drug 2: C1CN(P(=O)(OC1)NCCCl)CCCl. Cell line: OVCAR-4. Synergy scores: CSS=0.803, Synergy_ZIP=-1.83, Synergy_Bliss=-3.45, Synergy_Loewe=1.51, Synergy_HSA=-2.47. (8) Synergy scores: CSS=19.5, Synergy_ZIP=-3.24, Synergy_Bliss=-2.25, Synergy_Loewe=-1.95, Synergy_HSA=-3.11. Drug 1: COCCOC1=C(C=C2C(=C1)C(=NC=N2)NC3=CC=CC(=C3)C#C)OCCOC.Cl. Cell line: MDA-MB-435. Drug 2: N.N.Cl[Pt+2]Cl. (9) Drug 1: CC1=C2C(C(=O)C3(C(CC4C(C3C(C(C2(C)C)(CC1OC(=O)C(C(C5=CC=CC=C5)NC(=O)C6=CC=CC=C6)O)O)OC(=O)C7=CC=CC=C7)(CO4)OC(=O)C)O)C)OC(=O)C. Drug 2: C1CC(C1)(C2=CC=C(C=C2)C3=C(C=C4C(=N3)C=CN5C4=NNC5=O)C6=CC=CC=C6)N. Cell line: T-47D. Synergy scores: CSS=48.5, Synergy_ZIP=-6.84, Synergy_Bliss=-7.27, Synergy_Loewe=5.11, Synergy_HSA=6.85. (10) Drug 1: C1=CC(=CC=C1CCC2=CNC3=C2C(=O)NC(=N3)N)C(=O)NC(CCC(=O)O)C(=O)O. Drug 2: CC1C(C(CC(O1)OC2CC(CC3=C2C(=C4C(=C3O)C(=O)C5=CC=CC=C5C4=O)O)(C(=O)C)O)N)O. Cell line: COLO 205. Synergy scores: CSS=76.4, Synergy_ZIP=5.22, Synergy_Bliss=-2.02, Synergy_Loewe=19.2, Synergy_HSA=5.13.